From a dataset of Reaction yield outcomes from USPTO patents with 853,638 reactions. Predict the reaction yield, written as a fraction of the theoretical maximum amount of product (1.0 means a 100% yield; for example, 0.34 means a 34% yield). The reactants are [CH3:1][C:2]1[CH:3]=[C:4]([CH:8]=[CH:9][C:10]=1[C:11]([N:13]1[CH2:17][CH2:16][CH2:15][CH2:14]1)=[O:12])[C:5]([OH:7])=O.CN(C(ON1N=NC2C=CC=CC1=2)=[N+](C)C)C.[B-](F)(F)(F)F.C(N(C(C)C)CC)(C)C.[Cl:49][C:50]1[CH:63]=[CH:62][C:53]2[NH:54][C:55]([C@@H:57]([NH2:61])[CH2:58][CH2:59][OH:60])=[N:56][C:52]=2[CH:51]=1.ClCl. The catalyst is O1CCCC1.ClCCl.C(O)C. The product is [Cl:49][C:50]1[CH:63]=[CH:62][C:53]2[NH:54][C:55]([C@@H:57]([NH:61][C:5](=[O:7])[C:4]3[CH:8]=[CH:9][C:10]([C:11]([N:13]4[CH2:17][CH2:16][CH2:15][CH2:14]4)=[O:12])=[C:2]([CH3:1])[CH:3]=3)[CH2:58][CH2:59][OH:60])=[N:56][C:52]=2[CH:51]=1. The yield is 0.650.